This data is from Reaction yield outcomes from USPTO patents with 853,638 reactions. The task is: Predict the reaction yield, written as a fraction of the theoretical maximum amount of product (1.0 means a 100% yield; for example, 0.34 means a 34% yield). (1) The reactants are O.C1(C)C=CC(S(O)(=O)=O)=CC=1.[F:13][C:14]1[CH:19]=[CH:18][C:17]([C:20]2O[C:22]([C:25]3[CH:30]=[CH:29][C:28]([F:31])=[CH:27][CH:26]=3)=[N:23][N:24]=2)=[CH:16][CH:15]=1.[NH2:32][C:33]1[CH:38]=[CH:37][CH:36]=[CH:35][CH:34]=1. The catalyst is ClC1C=CC=CC=1Cl. The product is [F:13][C:14]1[CH:19]=[CH:18][C:17]([C:20]2[N:32]([C:33]3[CH:38]=[CH:37][CH:36]=[CH:35][CH:34]=3)[C:22]([C:25]3[CH:30]=[CH:29][C:28]([F:31])=[CH:27][CH:26]=3)=[N:23][N:24]=2)=[CH:16][CH:15]=1. The yield is 0.530. (2) The reactants are Br[C:2]1[C:3]([CH3:19])=[N:4][N:5]([CH3:18])[C:6]=1[C:7]1[CH:17]=[CH:16][C:10]2[O:11][CH2:12][C:13](=[O:15])[NH:14][C:9]=2[CH:8]=1.[F:20][C:21]([F:32])([F:31])[C:22]1[CH:23]=[C:24](B(O)O)[CH:25]=[CH:26][CH:27]=1. No catalyst specified. The product is [CH3:18][N:5]1[C:6]([C:7]2[CH:17]=[CH:16][C:10]3[O:11][CH2:12][C:13](=[O:15])[NH:14][C:9]=3[CH:8]=2)=[C:2]([C:26]2[CH:25]=[CH:24][CH:23]=[C:22]([C:21]([F:32])([F:31])[F:20])[CH:27]=2)[C:3]([CH3:19])=[N:4]1. The yield is 0.120. (3) The reactants are [C:1]([O:6][CH2:7][CH2:8][O:9][C:10](=[O:23])[C:11]1[CH:16]=[CH:15][C:14]([O:17]C(OCC)=O)=[CH:13][CH:12]=1)(=[O:5])[C:2]([CH3:4])=[CH2:3].N1C=CC=CC=1.N.Cl. The catalyst is CC(C)=O. The product is [OH:17][C:14]1[CH:13]=[CH:12][C:11]([C:10]([O:9][CH2:8][CH2:7][O:6][C:1](=[O:5])[C:2]([CH3:4])=[CH2:3])=[O:23])=[CH:16][CH:15]=1. The yield is 0.600. (4) The reactants are C(OC(=O)[N:7]([CH:43]1[CH2:45][CH2:44]1)[CH2:8][CH:9]1[CH2:14][CH2:13][N:12]([C:15](=[O:42])[CH2:16][CH2:17][C:18]2[CH:23]=[CH:22][C:21]([C:24]([N:26]3[CH2:35][C:34]4[CH:33]=[N:32][N:31]([CH3:36])[C:30]=4[NH:29][C:28]4[CH:37]=[CH:38][CH:39]=[CH:40][C:27]3=4)=[O:25])=[CH:20][C:19]=2[CH3:41])[CH2:11][CH2:10]1)(C)(C)C.Cl. The catalyst is CO.O1CCOCC1. The product is [CH:43]1([NH:7][CH2:8][CH:9]2[CH2:14][CH2:13][N:12]([C:15](=[O:42])[CH2:16][CH2:17][C:18]3[CH:23]=[CH:22][C:21]([C:24]([N:26]4[CH2:35][C:34]5[CH:33]=[N:32][N:31]([CH3:36])[C:30]=5[NH:29][C:28]5[CH:37]=[CH:38][CH:39]=[CH:40][C:27]4=5)=[O:25])=[CH:20][C:19]=3[CH3:41])[CH2:11][CH2:10]2)[CH2:44][CH2:45]1. The yield is 0.950.